This data is from HIV replication inhibition screening data with 41,000+ compounds from the AIDS Antiviral Screen. The task is: Binary Classification. Given a drug SMILES string, predict its activity (active/inactive) in a high-throughput screening assay against a specified biological target. (1) The compound is CCCC[Sn]1(CCCC)OCC(Cc2ccccc2)O1. The result is 0 (inactive). (2) The molecule is CC12CCCCC1(O)CC(C(=O)O)CC2. The result is 0 (inactive). (3) The drug is O=C1Oc2ccccc2C(=O)C1=CNC(=S)c1ccncc1. The result is 0 (inactive). (4) The drug is COc1cccc2c1CCc1cc3c(N)nc(N)nc3nc1-2. The result is 0 (inactive). (5) The compound is OCC(O)C(O)C(O)C(C=NNc1nc(O)c2ccccc2n1)=NNc1nc(O)c2ccccc2n1. The result is 0 (inactive). (6) The drug is Cc1cccnc1CC(O)c1ccccc1. The result is 0 (inactive). (7) The molecule is Cn1c2cc(O)cc(O)c2c(=O)c2c([N+](=O)[O-])cccc21. The result is 0 (inactive). (8) The drug is COc1ccccc1NCc1nnc(CCCCCCCCc2nnc(CNc3ccccc3OC)o2)o1. The result is 0 (inactive). (9) The compound is COc1ccc(NC(=O)CC(=O)n2nc(-c3ccccc3)c(N=Nc3ccccc3C(=O)O)c2-c2ccccc2)cc1. The result is 0 (inactive). (10) The compound is CC(=O)OC1CCCn2c1nc1c2C(=O)C(C)=C(N2CC2)C1=O. The result is 0 (inactive).